Dataset: NCI-60 drug combinations with 297,098 pairs across 59 cell lines. Task: Regression. Given two drug SMILES strings and cell line genomic features, predict the synergy score measuring deviation from expected non-interaction effect. (1) Drug 1: CC1C(C(CC(O1)OC2CC(CC3=C2C(=C4C(=C3O)C(=O)C5=C(C4=O)C(=CC=C5)OC)O)(C(=O)CO)O)N)O.Cl. Drug 2: COC1=CC(=CC(=C1O)OC)C2C3C(COC3=O)C(C4=CC5=C(C=C24)OCO5)OC6C(C(C7C(O6)COC(O7)C8=CC=CS8)O)O. Cell line: MDA-MB-435. Synergy scores: CSS=36.3, Synergy_ZIP=-2.17, Synergy_Bliss=-0.609, Synergy_Loewe=-0.0590, Synergy_HSA=-1.24. (2) Drug 1: C1=C(C(=O)NC(=O)N1)N(CCCl)CCCl. Drug 2: C(=O)(N)NO. Cell line: HL-60(TB). Synergy scores: CSS=66.0, Synergy_ZIP=0.266, Synergy_Bliss=4.49, Synergy_Loewe=-14.2, Synergy_HSA=6.90. (3) Drug 1: CC1=CC2C(CCC3(C2CCC3(C(=O)C)OC(=O)C)C)C4(C1=CC(=O)CC4)C. Drug 2: CC12CCC3C(C1CCC2O)C(CC4=C3C=CC(=C4)O)CCCCCCCCCS(=O)CCCC(C(F)(F)F)(F)F. Cell line: HOP-92. Synergy scores: CSS=-9.47, Synergy_ZIP=0.690, Synergy_Bliss=-8.50, Synergy_Loewe=-17.7, Synergy_HSA=-16.6. (4) Drug 1: CC1=CC2C(CCC3(C2CCC3(C(=O)C)OC(=O)C)C)C4(C1=CC(=O)CC4)C. Drug 2: CCCS(=O)(=O)NC1=C(C(=C(C=C1)F)C(=O)C2=CNC3=C2C=C(C=N3)C4=CC=C(C=C4)Cl)F. Cell line: HOP-92. Synergy scores: CSS=-9.03, Synergy_ZIP=4.69, Synergy_Bliss=0.693, Synergy_Loewe=-9.56, Synergy_HSA=-8.06. (5) Drug 1: C1=C(C(=O)NC(=O)N1)F. Cell line: SF-268. Drug 2: C1CN(CCN1C(=O)CCBr)C(=O)CCBr. Synergy scores: CSS=21.4, Synergy_ZIP=-15.5, Synergy_Bliss=-6.61, Synergy_Loewe=-9.03, Synergy_HSA=-4.59. (6) Drug 1: COC1=CC(=CC(=C1O)OC)C2C3C(COC3=O)C(C4=CC5=C(C=C24)OCO5)OC6C(C(C7C(O6)COC(O7)C8=CC=CS8)O)O. Drug 2: CC1CCC2CC(C(=CC=CC=CC(CC(C(=O)C(C(C(=CC(C(=O)CC(OC(=O)C3CCCCN3C(=O)C(=O)C1(O2)O)C(C)CC4CCC(C(C4)OC)OCCO)C)C)O)OC)C)C)C)OC. Cell line: SF-539. Synergy scores: CSS=51.9, Synergy_ZIP=-0.316, Synergy_Bliss=0.534, Synergy_Loewe=2.91, Synergy_HSA=4.02. (7) Drug 1: CCC1=C2CN3C(=CC4=C(C3=O)COC(=O)C4(CC)O)C2=NC5=C1C=C(C=C5)O. Drug 2: CC1C(C(CC(O1)OC2CC(CC3=C2C(=C4C(=C3O)C(=O)C5=C(C4=O)C(=CC=C5)OC)O)(C(=O)CO)O)N)O.Cl. Cell line: NCI-H226. Synergy scores: CSS=7.16, Synergy_ZIP=-4.05, Synergy_Bliss=-1.66, Synergy_Loewe=-3.76, Synergy_HSA=-1.03.